Task: Binary Classification. Given two protein amino acid sequences, predict whether they physically interact or not.. Dataset: Human Reference Interactome with 51,813 positive PPI pairs across 8,248 proteins, plus equal number of experimentally-validated negative pairs Protein 1 (ENSG00000186190) has sequence MQPVMLALWSLLLLWGLATPCQELLETVGTLARIDKDELGKAIQNSLVGEPILQNVLGSVTAVNRGLLGSGGLLGGGGLLGHGGVFGVVEELSGLKIEELTLPKVLLKLLPGFGVQLSLHTKVGMHCSGPLGGLLQLAAEVNVTSRVALAVSSRGTPILILKRCSTLLGHISLFSGLLPTPLFGVVEQMLFKVLPGLLCPVVDSVLGVVNELLGAVLGLVSLGALGSVEFSLATLPLISNQYIELDINPIVKSVAGDIIDFPKSRAPAKVPPKKDHTSQVMVPLYLFNTTFGLLQTNGAL.... Protein 2 (ENSG00000131264) has sequence MYGSCLLEKEAGMYPGTLMSPGGDGTAGTGGTGGGGSPMPASNFAAAPAFSHYMGYPHMPSMDPHWPSLGVWGSPYSPPREDWSVYPGPSSTMGTVPVNDVTSSPAAFCSTDYSNLGPVGGGTSGSSLPGQAGGSLVPTDAGAAKASSPSRSRHSPYAWMRKTVQVTGKTRTKEKYRVVYTDHQRLELEKEFHCNRYITIQRKSELAVNLGLSERQVKIWFQNRRAKERKMIKKKISQFENSGGSVQSDSDSISPGELPNTFFTTPSAVRGFQPIEIQQVIVSE*. Result: 0 (the proteins do not interact).